Dataset: Full USPTO retrosynthesis dataset with 1.9M reactions from patents (1976-2016). Task: Predict the reactants needed to synthesize the given product. (1) Given the product [F:52][C:38]1[CH:39]=[C:40]([C:44]2[CH:49]=[CH:48][CH:47]=[CH:46][C:45]=2[C:50]2[NH:3][C:4](=[O:7])[O:5][N:51]=2)[CH:41]=[C:42]([F:43])[C:37]=1[CH2:36][N:19]1[C:18]2[S:53][C:15]([CH2:13][CH3:14])=[CH:16][C:17]=2[C:22](=[O:23])[N:21]([CH2:24][C:25]([C:27]2[CH:28]=[CH:29][C:30]([O:33][CH3:34])=[CH:31][CH:32]=2)=[O:26])[C:20]1=[O:35], predict the reactants needed to synthesize it. The reactants are: [Cl-].O[NH3+:3].[C:4](=[O:7])([O-])[OH:5].[Na+].CS(C)=O.[CH2:13]([C:15]1[S:53][C:18]2[N:19]([CH2:36][C:37]3[C:42]([F:43])=[CH:41][C:40]([C:44]4[C:45]([C:50]#[N:51])=[CH:46][CH:47]=[CH:48][CH:49]=4)=[CH:39][C:38]=3[F:52])[C:20](=[O:35])[N:21]([CH2:24][C:25]([C:27]3[CH:32]=[CH:31][C:30]([O:33][CH3:34])=[CH:29][CH:28]=3)=[O:26])[C:22](=[O:23])[C:17]=2[CH:16]=1)[CH3:14]. (2) Given the product [CH:1]([S:4]([C:7](=[C:10]([NH:13][C:14]1[CH:19]=[CH:18][CH:17]=[C:16]([O:20][CH3:21])[CH:15]=1)[NH:22][CH:23]([CH3:24])[C:25]([CH3:28])([CH3:27])[CH3:26])[C:8]#[N:9])(=[O:6])=[O:5])([CH3:3])[CH3:2], predict the reactants needed to synthesize it. The reactants are: [CH:1]([S:4]([C:7](=[C:10]([NH:13][C:14]1[CH:19]=[CH:18][CH:17]=[C:16]([O:20][CH3:21])[CH:15]=1)SC)[C:8]#[N:9])(=[O:6])=[O:5])([CH3:3])[CH3:2].[NH2:22][CH:23]([C:25]([CH3:28])([CH3:27])[CH3:26])[CH3:24]. (3) Given the product [CH:30]1([C:33]2[C:34]([O:43][C@@H:44]3[CH2:49][CH2:48][CH2:47][N:46]([CH2:50][C:51]4[CH:52]=[CH:53][C:54]([F:57])=[CH:55][CH:56]=4)[CH2:45]3)=[CH:35][C:36]([F:42])=[C:37]([CH:41]=2)[C:38]([NH:69][S:66]([CH:63]2[CH2:65][CH2:64]2)(=[O:68])=[O:67])=[O:40])[CH2:31][CH2:32]1, predict the reactants needed to synthesize it. The reactants are: C1(C2C(O[C@@H]3CCCN(CC4C=CC(Cl)=C(Cl)C=4)C3)=CC(F)=C(C=2)C(O)=O)CC1.[CH:30]1([C:33]2[C:34]([O:43][C@@H:44]3[CH2:49][CH2:48][CH2:47][N:46]([CH2:50][C:51]4[CH:56]=[CH:55][C:54]([F:57])=[CH:53][CH:52]=4)[CH2:45]3)=[CH:35][C:36]([F:42])=[C:37]([CH:41]=2)[C:38]([OH:40])=O)[CH2:32][CH2:31]1.CS(N)(=O)=O.[CH:63]1([S:66]([NH2:69])(=[O:68])=[O:67])[CH2:65][CH2:64]1.